The task is: Predict the product of the given reaction.. This data is from Forward reaction prediction with 1.9M reactions from USPTO patents (1976-2016). Given the reactants C(Cl)(=O)C(Cl)=O.[Cl:7][C:8]1[CH:9]=[C:10]([CH:26]=[CH:27][C:28]=1[F:29])[O:11][C:12]1[N:17]=[CH:16][N:15]=[C:14]([NH:18][C:19]2[CH:20]=[C:21]([NH2:25])[CH:22]=[CH:23][CH:24]=2)[CH:13]=1.CN1C(=O)CCC1.[CH3:37][N:38]([CH2:40]/[CH:41]=[CH:42]/[C:43](Cl)=[O:44])[CH3:39], predict the reaction product. The product is: [Cl:7][C:8]1[CH:9]=[C:10]([CH:26]=[CH:27][C:28]=1[F:29])[O:11][C:12]1[N:17]=[CH:16][N:15]=[C:14]([NH:18][C:19]2[CH:20]=[C:21]([NH:25][C:43](=[O:44])/[CH:42]=[CH:41]/[CH2:40][N:38]([CH3:39])[CH3:37])[CH:22]=[CH:23][CH:24]=2)[CH:13]=1.